The task is: Predict the reactants needed to synthesize the given product.. This data is from Full USPTO retrosynthesis dataset with 1.9M reactions from patents (1976-2016). (1) Given the product [F:1][C:2]1[CH:24]=[CH:23][C:5]([CH2:6][N:7]2[C:11]3=[CH:12][N:13]=[C:14]4[C:15]([CH2:16][CH2:17][CH2:18][N:40]([OH:39])[C:20]4=[O:22])=[C:10]3[CH:9]=[CH:8]2)=[CH:4][CH:3]=1, predict the reactants needed to synthesize it. The reactants are: [F:1][C:2]1[CH:24]=[CH:23][C:5]([CH2:6][N:7]2[C:11]3=[CH:12][N:13]=[C:14]([C:20]([OH:22])=O)[C:15]([CH2:16][CH2:17][CH2:18]O)=[C:10]3[CH:9]=[CH:8]2)=[CH:4][CH:3]=1.C(N(CC)CC)C.CN(C([O:39][N:40]1N=NC2C=CC=NC1=2)=[N+](C)C)C.F[P-](F)(F)(F)(F)F.O1CCCCC1ON. (2) Given the product [CH3:27][S:28]([C:31]1[CH:32]=[CH:33][C:34]([N:37]=[C:38]([O:48][C:49]2[CH:54]=[CH:53][CH:52]=[CH:51][CH:50]=2)[CH:39]=[CH:40][O:41][C:42]2[CH:47]=[CH:46][CH:45]=[CH:44][CH:43]=2)=[CH:35][CH:36]=1)=[O:29].[CH3:27][S:28]([C:31]1[CH:32]=[CH:33][C:34]([N:37]=[C:38]([O:48][C:49]2[CH:54]=[CH:53][CH:52]=[CH:51][CH:50]=2)[CH:39]=[CH:40][O:41][C:42]2[CH:47]=[CH:46][CH:45]=[CH:44][CH:43]=2)=[CH:35][CH:36]=1)(=[O:29])=[O:30], predict the reactants needed to synthesize it. The reactants are: C1(OC(=NC2C=CC(SC)=CC=2)C=COC2C=CC=CC=2)C=CC=CC=1.[CH3:27][S:28]([C:31]1[CH:36]=[CH:35][C:34]([N:37]=[C:38]([O:48][C:49]2[CH:54]=[CH:53][CH:52]=[CH:51][CH:50]=2)[CH:39]=[CH:40][O:41][C:42]2[CH:47]=[CH:46][CH:45]=[CH:44][CH:43]=2)=[CH:33][CH:32]=1)(=[O:30])=[O:29].ClC1C=CC=C(C(OO)=O)C=1.